This data is from Forward reaction prediction with 1.9M reactions from USPTO patents (1976-2016). The task is: Predict the product of the given reaction. (1) Given the reactants [NH2:1][C:2]1[C:3]([C:7]2[N:8]([C:16]3[CH:21]=[CH:20][C:19]([OH:22])=[CH:18][CH:17]=3)[C:9]3[CH:14]=[CH:13][N:12]=[CH:11][C:10]=3[N:15]=2)=[N:4][O:5][N:6]=1.[H-].[Na+].Cl[CH2:26][C:27]#[N:28].O, predict the reaction product. The product is: [NH2:1][C:2]1[C:3]([C:7]2[N:8]([C:16]3[CH:21]=[CH:20][C:19]([O:22][CH2:26][C:27]#[N:28])=[CH:18][CH:17]=3)[C:9]3[CH:14]=[CH:13][N:12]=[CH:11][C:10]=3[N:15]=2)=[N:4][O:5][N:6]=1. (2) Given the reactants [Cl:1][C:2]1[N:7]=[C:6]([CH2:8][C:9]([C:11]2[CH:16]=[CH:15][CH:14]=[C:13]([O:17][CH3:18])[CH:12]=2)=O)[CH:5]=[CH:4][N:3]=1.C(Cl)Cl.C1C(=O)N(Br)C(=O)C1.[CH2:30]([NH:32][C:33]([NH2:35])=[S:34])[CH3:31], predict the reaction product. The product is: [Cl:1][C:2]1[N:7]=[C:6]([C:8]2[S:34][C:33]([NH:32][CH2:30][CH3:31])=[N:35][C:9]=2[C:11]2[CH:16]=[CH:15][CH:14]=[C:13]([O:17][CH3:18])[CH:12]=2)[CH:5]=[CH:4][N:3]=1.